Predict the reactants needed to synthesize the given product. From a dataset of Full USPTO retrosynthesis dataset with 1.9M reactions from patents (1976-2016). (1) The reactants are: [CH:1]([O:4][C:5]([N:7]1[CH2:12][CH2:11][CH:10]([OH:13])[CH2:9][CH2:8]1)=[O:6])([CH3:3])[CH3:2].[Cl:14][C:15]1[C:20]([O:21][CH3:22])=[C:19](Cl)[N:18]=[CH:17][N:16]=1.CC(C)([O-])C.[K+]. Given the product [CH:1]([O:4][C:5]([N:7]1[CH2:8][CH2:9][CH:10]([O:13][C:19]2[C:20]([O:21][CH3:22])=[C:15]([Cl:14])[N:16]=[CH:17][N:18]=2)[CH2:11][CH2:12]1)=[O:6])([CH3:3])[CH3:2], predict the reactants needed to synthesize it. (2) Given the product [CH2:1]([C:9]1[NH:10][C:11]2[C:16]([CH:17]=1)=[CH:15][C:14]([C:18]#[N:19])=[CH:13][CH:12]=2)[CH2:2][CH2:3][CH2:4][CH2:5][CH2:6][CH2:7][CH3:8], predict the reactants needed to synthesize it. The reactants are: [CH2:1]([C:9]1[NH:10][C:11]2[C:16]([CH:17]=1)=[CH:15][C:14]([CH2:18][NH2:19])=[CH:13][CH:12]=2)[CH2:2][CH2:3][CH2:4][CH2:5][CH2:6][CH2:7][CH3:8].C(OC(N1CC[C@H](O)[C@H]1C(O)=O)=O)(C)(C)C.